Regression/Classification. Given a drug SMILES string, predict its absorption, distribution, metabolism, or excretion properties. Task type varies by dataset: regression for continuous measurements (e.g., permeability, clearance, half-life) or binary classification for categorical outcomes (e.g., BBB penetration, CYP inhibition). Dataset: cyp2d6_veith. From a dataset of CYP2D6 inhibition data for predicting drug metabolism from PubChem BioAssay. (1) The drug is Nc1c(O)cccc1C(=O)C[C@@H](N)C(=O)O. The result is 0 (non-inhibitor). (2) The compound is CC(C)(C)COS(=O)OCC(C)(C)C. The result is 0 (non-inhibitor). (3) The molecule is O=c1c(-c2ccccc2)nc2cnc(Oc3ccccc3)nc2n1C1CC1. The result is 0 (non-inhibitor). (4) The molecule is COc1ccc(S(=O)(=O)N(CC(=O)N2CCCC2)Cc2ccccc2)cc1. The result is 0 (non-inhibitor). (5) The molecule is Cc1cc(C)c(C#N)c(Oc2ccccc2)n1. The result is 0 (non-inhibitor). (6) The compound is Cn1nc(C(F)(F)F)c(C(=O)Nc2cccc(Cl)c2)c1Cl. The result is 0 (non-inhibitor). (7) The drug is CCc1c(O)cc(-c2cccnc2)n(-c2ccc(Cl)cc2)c1=O. The result is 0 (non-inhibitor).